This data is from Experimentally validated miRNA-target interactions with 360,000+ pairs, plus equal number of negative samples. The task is: Binary Classification. Given a miRNA mature sequence and a target amino acid sequence, predict their likelihood of interaction. The miRNA is mmu-miR-709 with sequence GGAGGCAGAGGCAGGAGGA. The protein sequence of the target gene is MQDEERYMTLNVQSKKRSSAQTSQLTFKDYSVTLHWYKILLGISGTVNGILTLTLISLILLVSQGVLLKCQKGSCSNATQYEDTGDLKVNNGTRRNISNKDLCASRSADQTVLCQSEWLKYQGKCYWFSNEMKSWSDSYVYCLERKSHLLIIHDQLEMAFIQKNLRQLNYVWIGLNFTSLKMTWTWVDGSPIDSKIFFIKGPAKENSCAAIKESKIFSETCSSVFKWICQY. Result: 0 (no interaction).